From a dataset of Forward reaction prediction with 1.9M reactions from USPTO patents (1976-2016). Predict the product of the given reaction. Given the reactants C(C1NC=CN=1)(C1NC=CN=1)=O.[Br:13][C:14]1[NH:15][C:16]2[C:21]([C:22]=1[CH:23]1[CH2:28][CH2:27][CH2:26][CH2:25][CH2:24]1)=[CH:20][CH:19]=[C:18]([C:29]([OH:31])=O)[CH:17]=2.[CH3:32][N:33]([CH3:38])[S:34]([NH2:37])(=[O:36])=[O:35].C1CCN2C(=NCCC2)CC1, predict the reaction product. The product is: [Br:13][C:14]1[NH:15][C:16]2[C:21]([C:22]=1[CH:23]1[CH2:28][CH2:27][CH2:26][CH2:25][CH2:24]1)=[CH:20][CH:19]=[C:18]([C:29]([NH:37][S:34]([N:33]([CH3:38])[CH3:32])(=[O:36])=[O:35])=[O:31])[CH:17]=2.